From a dataset of Full USPTO retrosynthesis dataset with 1.9M reactions from patents (1976-2016). Predict the reactants needed to synthesize the given product. Given the product [CH:20]1([C@H:15]([NH:14][C:12]([C:3]2[C:2]([NH:1][C:36]([NH:35][C:28]3[C:27]([CH3:26])=[CH:32][C:31]([CH3:33])=[CH:30][C:29]=3[CH3:34])=[O:37])=[CH:11][C:10]3[C:5](=[CH:6][CH:7]=[CH:8][CH:9]=3)[N:4]=2)=[O:13])[C:16]([O:18][CH3:19])=[O:17])[CH2:25][CH2:24][CH2:23][CH2:22][CH2:21]1, predict the reactants needed to synthesize it. The reactants are: [NH2:1][C:2]1[C:3]([C:12]([NH:14][C@@H:15]([CH:20]2[CH2:25][CH2:24][CH2:23][CH2:22][CH2:21]2)[C:16]([O:18][CH3:19])=[O:17])=[O:13])=[N:4][C:5]2[C:10]([CH:11]=1)=[CH:9][CH:8]=[CH:7][CH:6]=2.[CH3:26][C:27]1[CH:32]=[C:31]([CH3:33])[CH:30]=[C:29]([CH3:34])[C:28]=1[N:35]=[C:36]=[O:37].